From a dataset of Reaction yield outcomes from USPTO patents with 853,638 reactions. Predict the reaction yield, written as a fraction of the theoretical maximum amount of product (1.0 means a 100% yield; for example, 0.34 means a 34% yield). (1) The reactants are [CH3:1][O:2][C:3]([C:5]1[S:6][C:7]([C:11]2[CH:16]=[CH:15][C:14]([O:17]C)=[CH:13][C:12]=2[CH3:19])=[C:8]([CH3:10])[CH:9]=1)=[O:4].B(Br)(Br)Br. The catalyst is ClCCl. The product is [CH3:1][O:2][C:3]([C:5]1[S:6][C:7]([C:11]2[CH:16]=[CH:15][C:14]([OH:17])=[CH:13][C:12]=2[CH3:19])=[C:8]([CH3:10])[CH:9]=1)=[O:4]. The yield is 0.820. (2) The reactants are [Cl-].O[NH3+:3].[C:4](=[O:7])([O-])[OH:5].[Na+].CS(C)=O.[CH2:13]([C:15]1[N:16]=[C:17]([CH2:45][CH2:46][CH3:47])[N:18]([CH2:30][C:31]2[CH:36]=[CH:35][C:34]([C:37]3[C:38]([C:43]#[N:44])=[CH:39][CH:40]=[CH:41][CH:42]=3)=[CH:33][CH:32]=2)[C:19](=[O:29])[C:20]=1[C:21]([N:23]1[CH2:28][CH2:27][O:26][CH2:25][CH2:24]1)=[O:22])[CH3:14]. The catalyst is O. The product is [CH2:13]([C:15]1[N:16]=[C:17]([CH2:45][CH2:46][CH3:47])[N:18]([CH2:30][C:31]2[CH:36]=[CH:35][C:34]([C:37]3[CH:42]=[CH:41][CH:40]=[CH:39][C:38]=3[C:43]3[NH:3][C:4](=[O:7])[O:5][N:44]=3)=[CH:33][CH:32]=2)[C:19](=[O:29])[C:20]=1[C:21]([N:23]1[CH2:24][CH2:25][O:26][CH2:27][CH2:28]1)=[O:22])[CH3:14]. The yield is 0.390. (3) The product is [CH3:31][N:2]([CH3:1])[C:3]([C:5]1[CH:22]=[C:21]([OH:23])[C:8]2[N:9]=[C:10]([CH3:20])[N:11]([CH2:12][O:13][CH2:14][CH2:15][Si:16]([CH3:17])([CH3:18])[CH3:19])[C:7]=2[CH:6]=1)=[O:4]. The catalyst is C(O)C.[Pd]. The reactants are [CH3:1][N:2]([CH3:31])[C:3]([C:5]1[CH:22]=[C:21]([O:23]CC2C=CC=CC=2)[C:8]2[N:9]=[C:10]([CH3:20])[N:11]([CH2:12][O:13][CH2:14][CH2:15][Si:16]([CH3:19])([CH3:18])[CH3:17])[C:7]=2[CH:6]=1)=[O:4]. The yield is 0.890. (4) The reactants are [CH:1]([C:3]1[CH:8]=[CH:7][CH:6]=[CH:5][C:4]=1[NH:9][C:10](=[O:13])[O:11][CH3:12])=O.S([O-])([O-])(=O)=O.[Mg+2].Cl.[Br:21][CH2:22][CH2:23][CH2:24][NH2:25].C(N(CC)CC)C. The catalyst is C(Cl)(Cl)Cl. The product is [Br:21][CH2:22][CH2:23][CH2:24][N:25]=[CH:1][C:3]1[CH:8]=[CH:7][CH:6]=[CH:5][C:4]=1[NH:9][C:10](=[O:13])[O:11][CH3:12]. The yield is 0.945. (5) The reactants are [CH2:1]1[C:13]2[NH:12][C:11]3[C:6](=[CH:7][C:8]([NH2:14])=[CH:9][CH:10]=3)[C:5]=2[CH2:4][CH2:3][CH2:2]1.[O:15]1[C:19]2[CH:20]=[CH:21][C:22]([C:24]3([C:27](O)=[O:28])[CH2:26][CH2:25]3)=[CH:23][C:18]=2[O:17][CH2:16]1.C(N(C(C)C)CC)(C)C.F[P-](F)(F)(F)(F)F.N1(OC(N(C)C)=[N+](C)C)C2N=CC=CC=2N=N1. The catalyst is C(#N)C. The product is [O:15]1[C:19]2[CH:20]=[CH:21][C:22]([C:24]3([C:27]([NH:14][C:8]4[CH:7]=[C:6]5[C:11](=[CH:10][CH:9]=4)[NH:12][C:13]4[CH2:1][CH2:2][CH2:3][CH2:4][C:5]5=4)=[O:28])[CH2:25][CH2:26]3)=[CH:23][C:18]=2[O:17][CH2:16]1. The yield is 0.700. (6) The reactants are [C:1]12([CH2:11][O:12][C:13]3[C:21]([CH:22]4[CH2:24][CH2:23]4)=[CH:20][C:16]([C:17]([OH:19])=O)=[C:15]([F:25])[CH:14]=3)[CH2:10][CH:5]3[CH2:6][CH:7]([CH2:9][CH:3]([CH2:4]3)[CH2:2]1)[CH2:8]2.FC(F)(F)C([O:30][CH2:31][CH2:32][CH2:33][NH:34][S:35](=[O:38])(=[O:37])[NH2:36])=O.C(=O)([O-])[O-].[Na+].[Na+].Cl. The catalyst is ClCCl.CN(C)C1C=CN=CC=1.C(OCC)(=O)C. The product is [C:1]12([CH2:11][O:12][C:13]3[C:21]([CH:22]4[CH2:23][CH2:24]4)=[CH:20][C:16]([C:17]([NH:36][S:35](=[O:38])(=[O:37])[NH:34][CH2:33][CH2:32][CH2:31][OH:30])=[O:19])=[C:15]([F:25])[CH:14]=3)[CH2:8][CH:7]3[CH2:9][CH:3]([CH2:4][CH:5]([CH2:6]3)[CH2:10]1)[CH2:2]2. The yield is 0.270. (7) The reactants are [NH2:1][C:2]1[CH:7]=[CH:6][C:5]([C:8]2[N:13]=[C:12]([N:14]3[CH2:20][CH:19]4[O:21][CH:16]([CH2:17][CH2:18]4)[CH2:15]3)[N:11]=[C:10]([C:22]3[CH:27]=[CH:26][C:25]([NH:28][C:29]([NH:31][CH3:32])=[O:30])=[CH:24][CH:23]=3)[N:9]=2)=[CH:4][CH:3]=1.[C:33]([C:36]1[CH:41]=[CH:40][C:39]([NH:42][C:43](=O)[O:44]C2C=CC=CC=2)=[CH:38][CH:37]=1)(=[O:35])[NH2:34]. No catalyst specified. The product is [CH3:32][NH:31][C:29]([NH:28][C:25]1[CH:26]=[CH:27][C:22]([C:10]2[N:11]=[C:12]([N:14]3[CH2:20][CH:19]4[O:21][CH:16]([CH2:17][CH2:18]4)[CH2:15]3)[N:13]=[C:8]([C:5]3[CH:4]=[CH:3][C:2]([NH:1][C:43]([NH:42][C:39]4[CH:40]=[CH:41][C:36]([C:33]([NH2:34])=[O:35])=[CH:37][CH:38]=4)=[O:44])=[CH:7][CH:6]=3)[N:9]=2)=[CH:23][CH:24]=1)=[O:30]. The yield is 0.130. (8) The reactants are C[O:2][C:3](=[O:19])[C:4]1[CH:9]=[C:8]([C:10]([F:13])([F:12])[CH3:11])[N:7]=[C:6]([NH:14][C@H:15]([CH2:17][CH3:18])[CH3:16])[CH:5]=1.[OH-].[Li+].Cl. The catalyst is CO. The product is [C@@H:15]([NH:14][C:6]1[CH:5]=[C:4]([CH:9]=[C:8]([C:10]([F:13])([F:12])[CH3:11])[N:7]=1)[C:3]([OH:19])=[O:2])([CH2:17][CH3:18])[CH3:16]. The yield is 0.950. (9) The reactants are [CH2:1]([C:4]1[C:12]([OH:13])=[CH:11][CH:10]=[C:9]2[C:5]=1[CH2:6][CH2:7][C:8]2=[O:14])[CH:2]=[CH2:3].[N:15]1(C[C@@H](C2C=CC=CC=2)O)[CH:19]=[CH:18][N:17]=[CH:16]1.[C:42]1(P([C:42]2[CH:47]=[CH:46][CH:45]=[CH:44][CH:43]=2)[C:42]2[CH:47]=[CH:46][CH:45]=[CH:44][CH:43]=2)[CH:47]=[CH:46][CH:45]=[CH:44][CH:43]=1.[CH3:48][CH2:49]OC(/N=N/C(OCC)=O)=O. The catalyst is O1CCCC1. The product is [NH:17]1[CH:18]=[CH:19][N:15]=[C:16]1[CH2:48][C@@H:49]([C:42]1[CH:43]=[CH:44][CH:45]=[CH:46][CH:47]=1)[O:13][C:12]1[C:4]([CH2:1][CH:2]=[CH2:3])=[C:5]2[C:9](=[CH:10][CH:11]=1)[C:8](=[O:14])[CH2:7][CH2:6]2. The yield is 0.290.